This data is from Peptide-MHC class II binding affinity with 134,281 pairs from IEDB. The task is: Regression. Given a peptide amino acid sequence and an MHC pseudo amino acid sequence, predict their binding affinity value. This is MHC class II binding data. (1) The peptide sequence is QCGRHVDVFKLWLMW. The MHC is H-2-IAd with pseudo-sequence H-2-IAd. The binding affinity (normalized) is 0. (2) The peptide sequence is SGTNNKTMAVCTNAK. The MHC is DRB1_0101 with pseudo-sequence DRB1_0101. The binding affinity (normalized) is 0.173. (3) The binding affinity (normalized) is 0.108. The peptide sequence is EFVKIVQKRGIVKENI. The MHC is DRB1_0401 with pseudo-sequence DRB1_0401. (4) The peptide sequence is EAKYDAYVATLSEALRIIAG. The MHC is DRB1_0901 with pseudo-sequence DRB1_0901. The binding affinity (normalized) is 0.798. (5) The binding affinity (normalized) is 0.625. The peptide sequence is SLFFSAQPFEITAST. The MHC is DRB5_0101 with pseudo-sequence DRB5_0101. (6) The peptide sequence is TNFKYNYSVIEGGPI. The MHC is DRB4_0101 with pseudo-sequence DRB4_0103. The binding affinity (normalized) is 0.169. (7) The peptide sequence is ANCLRKNGKKVIQLS. The MHC is DRB1_0404 with pseudo-sequence DRB1_0404. The binding affinity (normalized) is 0.138. (8) The peptide sequence is LLDILDTAGLEEYSAMRD. The MHC is HLA-DQA10101-DQB10501 with pseudo-sequence HLA-DQA10101-DQB10501. The binding affinity (normalized) is 0.338. (9) The peptide sequence is YDKFLANVSTVLTMK. The MHC is DRB1_0101 with pseudo-sequence DRB1_0101. The binding affinity (normalized) is 1.00.